Dataset: Forward reaction prediction with 1.9M reactions from USPTO patents (1976-2016). Task: Predict the product of the given reaction. (1) Given the reactants [Br:1][C:2]1[CH:3]=[C:4]([Cl:9])[C:5]([NH2:8])=[N:6][CH:7]=1.Cl[S:11]([C:14]1[CH:23]=[CH:22][C:17]([C:18]([O:20][CH3:21])=[O:19])=[CH:16][CH:15]=1)(=[O:13])=[O:12], predict the reaction product. The product is: [Br:1][C:2]1[CH:3]=[C:4]([Cl:9])[C:5]([NH:8][S:11]([C:14]2[CH:15]=[CH:16][C:17]([C:18]([O:20][CH3:21])=[O:19])=[CH:22][CH:23]=2)(=[O:13])=[O:12])=[N:6][CH:7]=1. (2) Given the reactants C(OCCCCCC(OC)=O)(C1C=CC=CC=1)(C1C=CC=CC=1)C1C=CC=CC=1.COC(=O)CCCCCCCCOC(C1C=CC=CC=1)(C1C=CC=CC=1)C1C=CC=CC=1.C[O:63][C:64](=[O:96])[CH2:65][CH2:66][CH2:67][CH2:68][CH2:69][CH2:70][CH2:71][CH2:72][CH2:73][CH2:74][CH2:75][O:76][C:77]([C:90]1[CH:95]=[CH:94][CH:93]=[CH:92][CH:91]=1)([C:84]1[CH:89]=[CH:88][CH:87]=[CH:86][CH:85]=1)[C:78]1[CH:83]=[CH:82][CH:81]=[CH:80][CH:79]=1, predict the reaction product. The product is: [C:77]([O:76][CH2:75][CH2:74][CH2:73][CH2:72][CH2:71][CH2:70][CH2:69][CH2:68][CH2:67][CH2:66][CH2:65][C:64]([OH:96])=[O:63])([C:84]1[CH:85]=[CH:86][CH:87]=[CH:88][CH:89]=1)([C:90]1[CH:95]=[CH:94][CH:93]=[CH:92][CH:91]=1)[C:78]1[CH:79]=[CH:80][CH:81]=[CH:82][CH:83]=1. (3) The product is: [N+:1]([C:4]1[NH:5][N:6]=[C:7]([NH:33][C:21](=[O:20])[O:42][C:39]([CH3:41])([CH3:40])[CH3:38])[CH:8]=1)([O-:3])=[O:2]. Given the reactants [N+:1]([C:4]1[CH:8]=[C:7](C(O)=O)[NH:6][N:5]=1)([O-:3])=[O:2].C1(OP(N=[N+]=[N-])(=O)[O:20][C:21]2C=CC=CC=2)C=CC=CC=1.CC[N:33](CC)CC.[CH3:38][C:39]([OH:42])([CH3:41])[CH3:40], predict the reaction product. (4) Given the reactants [F:1][C:2]1[CH:3]=[N:4][C:5]([O:12][C:13]2[CH:18]=[CH:17][C:16]([F:19])=[CH:15][CH:14]=2)=[C:6]([CH:11]=1)[C:7]([O:9]C)=[O:8].[OH-].[Na+].Cl, predict the reaction product. The product is: [F:1][C:2]1[CH:3]=[N:4][C:5]([O:12][C:13]2[CH:18]=[CH:17][C:16]([F:19])=[CH:15][CH:14]=2)=[C:6]([CH:11]=1)[C:7]([OH:9])=[O:8]. (5) Given the reactants [BH4-].[Na+].C[O:4][C:5]([C:7]1[CH2:8][O:9][C:10]2[CH:11]=[N:12][C:13]3[C:18]([C:19]=2[CH:20]=1)=[N:17][C:16]([O:21][CH3:22])=[CH:15][CH:14]=3)=O.[Cl-].[Li+].C(OCC)(=O)C, predict the reaction product. The product is: [CH3:22][O:21][C:16]1[N:17]=[C:18]2[C:13](=[CH:14][CH:15]=1)[N:12]=[CH:11][C:10]1[O:9][CH2:8][CH:7]([CH2:5][OH:4])[CH2:20][C:19]2=1.